Dataset: Catalyst prediction with 721,799 reactions and 888 catalyst types from USPTO. Task: Predict which catalyst facilitates the given reaction. Reactant: CON(C)[C:4]([C:6]1[CH:7]=[N:8][C:9]([N:12]2[CH2:17][CH2:16][N:15]([C:18]([O:20][C:21]([CH3:24])([CH3:23])[CH3:22])=[O:19])[CH2:14][CH2:13]2)=[N:10][CH:11]=1)=[O:5].C([Mg]Br)[C:27]1[CH:32]=[CH:31][CH:30]=[CH:29][CH:28]=1. Product: [C:4]([C:6]1[CH:11]=[N:10][C:9]([N:12]2[CH2:13][CH2:14][N:15]([C:18]([O:20][C:21]([CH3:23])([CH3:24])[CH3:22])=[O:19])[CH2:16][CH2:17]2)=[N:8][CH:7]=1)(=[O:5])[C:27]1[CH:32]=[CH:31][CH:30]=[CH:29][CH:28]=1. The catalyst class is: 1.